Dataset: Catalyst prediction with 721,799 reactions and 888 catalyst types from USPTO. Task: Predict which catalyst facilitates the given reaction. (1) The catalyst class is: 10. Reactant: [NH2:1][C@H:2]1[CH2:6][CH2:5][N:4]([C:7]2[CH:16]=[CH:15][C:14]3[C:13]([C:17]([NH:19][CH2:20][CH:21]4[CH2:26][CH2:25][CH2:24][CH2:23][CH2:22]4)=[O:18])=[C:12]([Cl:27])[CH:11]=[CH:10][C:9]=3[N:8]=2)[CH2:3]1.Cl[CH2:29][C:30]([O:32][CH2:33][CH3:34])=[O:31].C(N(CC)CC)C. Product: [Cl:27][C:12]1[C:13]([C:17]([NH:19][CH2:20][CH:21]2[CH2:22][CH2:23][CH2:24][CH2:25][CH2:26]2)=[O:18])=[C:14]2[C:9](=[CH:10][CH:11]=1)[N:8]=[C:7]([N:4]1[CH2:5][CH2:6][C@H:2]([NH:1][CH2:29][C:30]([O:32][CH2:33][CH3:34])=[O:31])[CH2:3]1)[CH:16]=[CH:15]2. (2) Reactant: [NH2:1][CH2:2][CH2:3][CH2:4][CH2:5][CH2:6][CH2:7][CH2:8][CH2:9][NH:10][C:11]1[N:16]=[C:15]([O:17][CH2:18][C:19]([F:22])([F:21])[F:20])[N:14]=[C:13]([NH:23][C:24]2[CH:33]=[CH:32][C:27]([C:28]([O:30]C)=[O:29])=[CH:26][CH:25]=2)[N:12]=1.C(=O)([O-])[O-].[K+].[K+].Cl. Product: [NH2:1][CH2:2][CH2:3][CH2:4][CH2:5][CH2:6][CH2:7][CH2:8][CH2:9][NH:10][C:11]1[N:16]=[C:15]([O:17][CH2:18][C:19]([F:20])([F:21])[F:22])[N:14]=[C:13]([NH:23][C:24]2[CH:25]=[CH:26][C:27]([C:28]([OH:30])=[O:29])=[CH:32][CH:33]=2)[N:12]=1. The catalyst class is: 95. (3) The catalyst class is: 2. Product: [OH:2][C:3]1[CH:8]=[CH:7][C:6]([CH3:9])=[CH:5][C:4]=1[C:10]1[N:15]=[C:14]([N:16]2[C:20]([C:21]([F:24])([F:23])[F:22])=[C:19]([C:25]([O:27][CH2:28][CH3:29])=[O:26])[CH:18]=[N:17]2)[CH:13]=[CH:12][CH:11]=1. Reactant: C[O:2][C:3]1[CH:8]=[CH:7][C:6]([CH3:9])=[CH:5][C:4]=1[C:10]1[N:15]=[C:14]([N:16]2[C:20]([C:21]([F:24])([F:23])[F:22])=[C:19]([C:25]([O:27][CH2:28][CH3:29])=[O:26])[CH:18]=[N:17]2)[CH:13]=[CH:12][CH:11]=1.B(Br)(Br)Br. (4) Reactant: C(OC(=O)[NH:7][C:8]1[CH:13]=[CH:12][C:11]([C:14]2[CH:19]=[CH:18][C:17]([F:20])=[CH:16][CH:15]=2)=[CH:10][C:9]=1[NH:21][C:22](=[O:35])[CH2:23][C:24]([C:26]1[CH:31]=[CH:30][CH:29]=[C:28]([N+:32]([O-:34])=[O:33])[CH:27]=1)=O)(C)(C)C.C(O)(C(F)(F)F)=O. Product: [F:20][C:17]1[CH:18]=[CH:19][C:14]([C:11]2[CH:12]=[CH:13][C:8]3[N:7]=[C:24]([C:26]4[CH:31]=[CH:30][CH:29]=[C:28]([N+:32]([O-:34])=[O:33])[CH:27]=4)[CH2:23][C:22](=[O:35])[NH:21][C:9]=3[CH:10]=2)=[CH:15][CH:16]=1. The catalyst class is: 2. (5) Reactant: [CH3:1][O:2][C:3](=[O:12])[C:4]([CH3:11])([CH3:10])[O:5][CH2:6][C:7]([OH:9])=O.[NH2:13][CH2:14][CH2:15][C:16]#[N:17].Cl.C(N=C=NCCCN(C)C)C.ON1C2C=CC=CC=2N=N1. Product: [C:14]([CH2:15][CH2:16][NH:17][C:7](=[O:9])[CH2:6][O:5][C:4]([CH3:11])([CH3:10])[C:3]([O:2][CH3:1])=[O:12])#[N:13]. The catalyst class is: 526. (6) Reactant: [CH3:1][C:2]1[CH:7]=[CH:6][CH:5]=[CH:4][C:3]=1[CH2:8][CH2:9][C:10]1[CH:15]=[CH:14][N:13]=[CH:12][C:11]=1[C:16]([O:18]CC)=[O:17].[OH-].[K+]. Product: [CH3:1][C:2]1[CH:7]=[CH:6][CH:5]=[CH:4][C:3]=1[CH2:8][CH2:9][C:10]1[CH:15]=[CH:14][N:13]=[CH:12][C:11]=1[C:16]([OH:18])=[O:17]. The catalyst class is: 315. (7) Reactant: [NH2:1][CH2:2][CH2:3][N:4]1[C:13]2[C:8](=[N:9][CH:10]=[C:11]([CH2:14][C:15]3[CH:20]=[CH:19][C:18]([F:21])=[CH:17][CH:16]=3)[CH:12]=2)[C:7]([OH:22])=[C:6]([C:23]([NH:25][CH2:26][CH2:27][O:28][CH:29]([CH3:31])[CH3:30])=[O:24])[C:5]1=[O:32].C(N(C(C)C)CC)(C)C.Cl[C:43]([O:45][CH3:46])=[O:44]. Product: [F:21][C:18]1[CH:17]=[CH:16][C:15]([CH2:14][C:11]2[CH:12]=[C:13]3[C:8]([C:7]([OH:22])=[C:6]([C:23]([NH:25][CH2:26][CH2:27][O:28][CH:29]([CH3:30])[CH3:31])=[O:24])[C:5](=[O:32])[N:4]3[CH2:3][CH2:2][NH:1][C:43](=[O:44])[O:45][CH3:46])=[N:9][CH:10]=2)=[CH:20][CH:19]=1. The catalyst class is: 3.